Dataset: CYP1A2 inhibition data for predicting drug metabolism from PubChem BioAssay. Task: Regression/Classification. Given a drug SMILES string, predict its absorption, distribution, metabolism, or excretion properties. Task type varies by dataset: regression for continuous measurements (e.g., permeability, clearance, half-life) or binary classification for categorical outcomes (e.g., BBB penetration, CYP inhibition). Dataset: cyp1a2_veith. (1) The compound is Cl.O.O.O=C1CC[C@]2(O)[C@H]3Cc4ccc(O)c5c4[C@@]2(CCN3CC2CC2)[C@@H]1O5. The result is 0 (non-inhibitor). (2) The molecule is NC[C@@H]1O[C@@H](O[C@H]2[C@H](O)[C@H](O[C@@H]3O[C@H](CO)[C@@H](O)[C@H](N)[C@@H]3O)[C@@H](N)C[C@H]2N)[C@H](N)C[C@@H]1O. The result is 0 (non-inhibitor). (3) The drug is O=c1c(-c2cccc(Cl)c2)nc2cncnc2n1Cc1ccc(F)cc1. The result is 1 (inhibitor). (4) The molecule is O=C(c1csnn1)N1CCC2(CC1)CN(c1ccccc1)C2. The result is 0 (non-inhibitor). (5) The compound is Cc1n[nH]c(C)c1N=Nc1cc(Cl)ccc1Cl. The result is 1 (inhibitor).